The task is: Regression. Given a peptide amino acid sequence and an MHC pseudo amino acid sequence, predict their binding affinity value. This is MHC class I binding data.. This data is from Peptide-MHC class I binding affinity with 185,985 pairs from IEDB/IMGT. (1) The peptide sequence is ALYEENALK. The MHC is HLA-A03:01 with pseudo-sequence HLA-A03:01. The binding affinity (normalized) is 0.305. (2) The peptide sequence is YSEVALNVTES. The MHC is Mamu-A02 with pseudo-sequence Mamu-A02. The binding affinity (normalized) is 0.173. (3) The peptide sequence is NVEYRFLVI. The MHC is HLA-B08:01 with pseudo-sequence HLA-B08:01. The binding affinity (normalized) is 0.495.